Dataset: Peptide-MHC class II binding affinity with 134,281 pairs from IEDB. Task: Regression. Given a peptide amino acid sequence and an MHC pseudo amino acid sequence, predict their binding affinity value. This is MHC class II binding data. (1) The peptide sequence is LNYRPLLPKDRRMII. The MHC is DRB1_1101 with pseudo-sequence DRB1_1101. The binding affinity (normalized) is 0.576. (2) The peptide sequence is ALSVLVGLTAATVAI. The MHC is DRB1_1602 with pseudo-sequence DRB1_1602. The binding affinity (normalized) is 0.683. (3) The MHC is DRB1_0101 with pseudo-sequence DRB1_0101. The peptide sequence is KPCIKVATVQSKMSD. The binding affinity (normalized) is 0.196.